Predict the reactants needed to synthesize the given product. From a dataset of Full USPTO retrosynthesis dataset with 1.9M reactions from patents (1976-2016). Given the product [O:41]=[C:40]([C@H:31]([CH2:32][C:4]1[CH:3]=[C:2]([OH:1])[C:7]([OH:8])=[CH:6][CH:5]=1)[NH2:30])[OH:42], predict the reactants needed to synthesize it. The reactants are: [OH:1][C:2]1[CH:3]=[C:4](N[C@H](C(O)=O)C)[CH:5]=[CH:6][C:7]=1[OH:8].CC(S[C@@H]1O[C@H](CO)[C@H](O)[C@H](O)[C@H]1O)C.[NH2:30][C@H:31]([C:40]([OH:42])=[O:41])[CH2:32]C1C=CC(O)=CC=1.